From a dataset of Full USPTO retrosynthesis dataset with 1.9M reactions from patents (1976-2016). Predict the reactants needed to synthesize the given product. (1) Given the product [Br:1][C:2]1[CH:3]=[CH:4][C:5]([C:6]([C@H:8]2[CH2:13][CH2:12][CH2:11][CH2:10][C@H:9]2[C:14]([O:16][CH3:19])=[O:15])=[O:7])=[CH:17][CH:18]=1, predict the reactants needed to synthesize it. The reactants are: [Br:1][C:2]1[CH:18]=[CH:17][C:5]([C:6]([C@H:8]2[CH2:13][CH2:12][CH2:11][CH2:10][C@H:9]2[C:14]([OH:16])=[O:15])=[O:7])=[CH:4][CH:3]=1.[CH3:19]OC(OC)(C)C.Cl. (2) Given the product [C:30]([N:18]([CH2:19][C:20]1[CH:21]=[CH:22][C:23]([C:26]([F:27])([F:28])[F:29])=[CH:24][CH:25]=1)[CH2:17][CH2:16][C:13]1[CH:14]=[CH:15][C:10]([O:9][C:2]([CH3:1])([CH3:8])[C:3]([O:5][CH2:6][CH3:7])=[O:4])=[CH:11][CH:12]=1)#[N:32], predict the reactants needed to synthesize it. The reactants are: [CH3:1][C:2]([O:9][C:10]1[CH:15]=[CH:14][C:13]([CH2:16][CH2:17][NH:18][CH2:19][C:20]2[CH:25]=[CH:24][C:23]([C:26]([F:29])([F:28])[F:27])=[CH:22][CH:21]=2)=[CH:12][CH:11]=1)([CH3:8])[C:3]([O:5][CH2:6][CH3:7])=[O:4].[CH2:30]([N:32](CC)CC)C.N#CBr.